Dataset: Forward reaction prediction with 1.9M reactions from USPTO patents (1976-2016). Task: Predict the product of the given reaction. (1) Given the reactants [CH3:1][C:2]1[S:6][C:5]([C:7]([O:9][CH3:10])=[O:8])=[CH:4][C:3]=1[C:11]1[N:15]([CH3:16])[N:14]=[CH:13][C:12]=1[C:17]([CH3:19])=[CH2:18], predict the reaction product. The product is: [CH3:1][C:2]1[S:6][C:5]([C:7]([O:9][CH3:10])=[O:8])=[CH:4][C:3]=1[C:11]1[N:15]([CH3:16])[N:14]=[CH:13][C:12]=1[CH:17]([CH3:19])[CH3:18]. (2) Given the reactants [NH:1]1[C:5]2=[N:6][CH:7]=[CH:8][CH:9]=[C:4]2[CH:3]=[CH:2]1.[H-].[Na+].Cl.[CH3:13][N:14]([CH3:18])[CH2:15][CH2:16]Cl, predict the reaction product. The product is: [CH3:13][N:14]([CH3:18])[CH2:15][CH2:16][N:1]1[C:5]2=[N:6][CH:7]=[CH:8][CH:9]=[C:4]2[CH:3]=[CH:2]1. (3) Given the reactants C[O:2][C:3](=O)[CH:4]=[C:5]1[C:11]2[CH:12]=[CH:13][C:14]([Cl:16])=[CH:15][C:10]=2[CH2:9][CH2:8][C:7]2[CH:17]=[CH:18][CH:19]=[CH:20][C:6]1=2.[H-].C([Al+]CC(C)C)C(C)C.C1(C)C=CC=CC=1, predict the reaction product. The product is: [Cl:16][C:14]1[CH:13]=[CH:12][C:11]2[C:5](=[CH:4][CH2:3][OH:2])[C:6]3[CH:20]=[CH:19][CH:18]=[CH:17][C:7]=3[CH2:8][CH2:9][C:10]=2[CH:15]=1. (4) Given the reactants [CH2:1]([C@@:4]1([CH3:31])[CH2:9][C@H:8]([C:10]2[CH:15]=[CH:14][CH:13]=[C:12]([Cl:16])[CH:11]=2)[C@@H:7]([C:17]2[CH:22]=[CH:21][C:20]([Cl:23])=[CH:19][CH:18]=2)[N:6]([C@@H:24]([CH:27]2[CH2:29][CH2:28]2)[CH2:25]O)[C:5]1=[O:30])[CH:2]=[CH2:3].[F:32][C:33]1[CH:38]=[CH:37][CH:36]=[CH:35][C:34]=1[NH:39][S:40]([CH2:43][CH3:44])(=[O:42])=[O:41].C(C=P(CCCC)(CCCC)CCCC)#N, predict the reaction product. The product is: [CH2:1]([C@@:4]1([CH3:31])[CH2:9][C@H:8]([C:10]2[CH:15]=[CH:14][CH:13]=[C:12]([Cl:16])[CH:11]=2)[C@@H:7]([C:17]2[CH:22]=[CH:21][C:20]([Cl:23])=[CH:19][CH:18]=2)[N:6]([C@@H:24]([CH:27]2[CH2:29][CH2:28]2)[CH2:25][N:39]([C:34]2[CH:35]=[CH:36][CH:37]=[CH:38][C:33]=2[F:32])[S:40]([CH2:43][CH3:44])(=[O:41])=[O:42])[C:5]1=[O:30])[CH:2]=[CH2:3]. (5) Given the reactants [H-].[Al+3].[Li+].[H-].[H-].[H-].[F:7][C:8]1[CH:9]=[C:10]2[C:14](=[CH:15][C:16]=1[F:17])[C:13](=[O:18])[CH:12]([CH2:19][CH:20]([CH2:25][CH2:26][CH2:27][CH2:28][CH3:29])[C:21](OC)=[O:22])[CH2:11]2.Cl, predict the reaction product. The product is: [F:7][C:8]1[CH:9]=[C:10]2[C:14](=[CH:15][C:16]=1[F:17])[CH:13]([OH:18])[CH:12]([CH2:19][CH:20]([CH2:21][OH:22])[CH2:25][CH2:26][CH2:27][CH2:28][CH3:29])[CH2:11]2. (6) Given the reactants [NH2:1][C:2]1[CH:14]=[CH:13][C:12]([C:15]2[CH:16]=[N:17][N:18]([CH2:20][CH2:21][CH2:22]O)[CH:19]=2)=[CH:11][C:3]=1[C:4]([N:6]([CH2:9]C)[CH2:7]C)=[O:5].NC1C=CC(Br)=C2C=1[C:32](=[O:34])N(C)C2.CC1(C)C(C)(C)OB(C2C=NN(CCCCO)C=2)O1, predict the reaction product. The product is: [NH2:1][C:2]1[CH:14]=[CH:13][C:12]([C:15]2[CH:16]=[N:17][N:18]([CH2:20][CH2:21][CH2:22][CH2:32][OH:34])[CH:19]=2)=[C:11]2[C:3]=1[C:4](=[O:5])[N:6]([CH3:7])[CH2:9]2.